Dataset: Full USPTO retrosynthesis dataset with 1.9M reactions from patents (1976-2016). Task: Predict the reactants needed to synthesize the given product. (1) Given the product [OH:12][CH:3]1[C:4]2[C:9](=[CH:8][CH:7]=[CH:6][CH:5]=2)[C:10](=[O:11])[C:2]1([CH3:13])[CH3:1], predict the reactants needed to synthesize it. The reactants are: [CH3:1][C:2]1([CH3:13])[C:10](=[O:11])[C:9]2[C:4](=[CH:5][CH:6]=[CH:7][CH:8]=2)[C:3]1=[O:12].[BH4-].[Na+]. (2) Given the product [F:43][C:44]1[CH:45]=[C:46]([CH2:61][N:62]2[CH2:67][CH2:66][N:65]([C:7]([CH:4]3[CH2:5][CH2:6][CH:2]([F:1])[CH2:3]3)=[O:9])[C@@H:64]([CH3:68])[CH2:63]2)[C:47]([CH3:60])=[C:48]([NH:50][C:51](=[O:59])[C:52]2[CH:57]=[CH:56][C:55]([CH3:58])=[N:54][CH:53]=2)[CH:49]=1, predict the reactants needed to synthesize it. The reactants are: [F:1][CH:2]1[CH2:6][CH2:5][CH:4]([C:7]([OH:9])=O)[CH2:3]1.CN(C(ON1N=NC2C=CC=NC1=2)=[N+](C)C)C.F[P-](F)(F)(F)(F)F.C(N(C(C)C)C(C)C)C.[F:43][C:44]1[CH:45]=[C:46]([CH2:61][N:62]2[CH2:67][CH2:66][NH:65][C@@H:64]([CH3:68])[CH2:63]2)[C:47]([CH3:60])=[C:48]([NH:50][C:51](=[O:59])[C:52]2[CH:57]=[CH:56][C:55]([CH3:58])=[N:54][CH:53]=2)[CH:49]=1.